This data is from CYP3A4 inhibition data for predicting drug metabolism from PubChem BioAssay. The task is: Regression/Classification. Given a drug SMILES string, predict its absorption, distribution, metabolism, or excretion properties. Task type varies by dataset: regression for continuous measurements (e.g., permeability, clearance, half-life) or binary classification for categorical outcomes (e.g., BBB penetration, CYP inhibition). Dataset: cyp3a4_veith. (1) The drug is O=C(CSc1n[nH]c(-c2cccs2)n1)N1CCCc2ccccc21. The result is 1 (inhibitor). (2) The compound is CSc1nc(-c2ccccc2)nn1C(=O)c1ccccc1. The result is 0 (non-inhibitor). (3) The molecule is CSc1ncnc2c1ncn2[C@@H]1O[C@@H](CO)[C@H](O)O[C@@H]1O. The result is 0 (non-inhibitor). (4) The drug is COc1ccccc1CCn1c(=O)c(CCc2ccccc2)nc2cncnc21. The result is 1 (inhibitor). (5) The compound is O=C(Nc1ccccc1)N1CCSc2cc(Cl)ccc21. The result is 0 (non-inhibitor). (6) The drug is CCOC(=O)Cc1csc(NC(=O)c2ccc(Cl)nc2)n1. The result is 1 (inhibitor). (7) The drug is O=S(=O)(c1ccccc1)N1CCC[C@@]2(CCN(c3ncccn3)C2)C1. The result is 1 (inhibitor).